Task: Regression. Given two drug SMILES strings and cell line genomic features, predict the synergy score measuring deviation from expected non-interaction effect.. Dataset: NCI-60 drug combinations with 297,098 pairs across 59 cell lines (1) Drug 1: CC1=C(C(=CC=C1)Cl)NC(=O)C2=CN=C(S2)NC3=CC(=NC(=N3)C)N4CCN(CC4)CCO. Drug 2: CC1CCC2CC(C(=CC=CC=CC(CC(C(=O)C(C(C(=CC(C(=O)CC(OC(=O)C3CCCCN3C(=O)C(=O)C1(O2)O)C(C)CC4CCC(C(C4)OC)OCCO)C)C)O)OC)C)C)C)OC. Cell line: A549. Synergy scores: CSS=14.5, Synergy_ZIP=-2.83, Synergy_Bliss=1.95, Synergy_Loewe=1.38, Synergy_HSA=1.49. (2) Drug 1: CNC(=O)C1=NC=CC(=C1)OC2=CC=C(C=C2)NC(=O)NC3=CC(=C(C=C3)Cl)C(F)(F)F. Drug 2: C(CN)CNCCSP(=O)(O)O. Cell line: HOP-62. Synergy scores: CSS=7.97, Synergy_ZIP=2.77, Synergy_Bliss=11.5, Synergy_Loewe=10.7, Synergy_HSA=10.0. (3) Drug 1: CCCCC(=O)OCC(=O)C1(CC(C2=C(C1)C(=C3C(=C2O)C(=O)C4=C(C3=O)C=CC=C4OC)O)OC5CC(C(C(O5)C)O)NC(=O)C(F)(F)F)O. Drug 2: CC1CCCC2(C(O2)CC(NC(=O)CC(C(C(=O)C(C1O)C)(C)C)O)C(=CC3=CSC(=N3)C)C)C. Cell line: SR. Synergy scores: CSS=72.3, Synergy_ZIP=-1.70, Synergy_Bliss=-2.13, Synergy_Loewe=-3.76, Synergy_HSA=-0.761. (4) Drug 1: CC1=C2C(C(=O)C3(C(CC4C(C3C(C(C2(C)C)(CC1OC(=O)C(C(C5=CC=CC=C5)NC(=O)OC(C)(C)C)O)O)OC(=O)C6=CC=CC=C6)(CO4)OC(=O)C)OC)C)OC. Drug 2: CN(C)N=NC1=C(NC=N1)C(=O)N. Cell line: IGROV1. Synergy scores: CSS=36.4, Synergy_ZIP=1.78, Synergy_Bliss=2.29, Synergy_Loewe=-6.55, Synergy_HSA=6.40. (5) Drug 1: CC1C(C(CC(O1)OC2CC(CC3=C2C(=C4C(=C3O)C(=O)C5=C(C4=O)C(=CC=C5)OC)O)(C(=O)C)O)N)O.Cl. Drug 2: CC(C)NC(=O)C1=CC=C(C=C1)CNNC.Cl. Cell line: HL-60(TB). Synergy scores: CSS=32.9, Synergy_ZIP=2.71, Synergy_Bliss=5.52, Synergy_Loewe=-26.1, Synergy_HSA=2.51.